Dataset: Reaction yield outcomes from USPTO patents with 853,638 reactions. Task: Predict the reaction yield, written as a fraction of the theoretical maximum amount of product (1.0 means a 100% yield; for example, 0.34 means a 34% yield). (1) The reactants are [CH2:1]([O:8][C:9]([NH:11][C:12]([CH3:18])([CH3:17])[CH2:13][C:14]([OH:16])=[O:15])=[O:10])[C:2]1[CH:7]=[CH:6][CH:5]=[CH:4][CH:3]=1.C1N=CN(C(N2C=NC=C2)=O)C=1.O[CH2:32][CH2:33][N:34]1[CH2:39][CH2:38][CH2:37][CH2:36][CH2:35]1.O. The catalyst is CN(C)C=O. The product is [CH2:1]([O:8][C:9]([NH:11][C:12]([CH3:18])([CH3:17])[CH2:13][C:14]([O:16][CH2:32][CH2:33][N:34]1[CH2:39][CH2:38][CH2:37][CH2:36][CH2:35]1)=[O:15])=[O:10])[C:2]1[CH:3]=[CH:4][CH:5]=[CH:6][CH:7]=1. The yield is 0.710. (2) The reactants are CO[C:3](=O)[NH:4][CH2:5][CH:6]([C:13]1[CH:18]=[CH:17][C:16](Br)=[CH:15][CH:14]=1)[C:7]1[CH:8]=[N:9][CH:10]=[CH:11][CH:12]=1.BrC1C=CC(C([C:31]2[CH:32]=[N:33][CH:34]=[CH:35][CH:36]=2)CN)=CC=1.ClC(OC)=O. The catalyst is C(Cl)Cl.O. The product is [N:33]1([CH2:12][CH2:7][C:6]#[C:5][C:16]2[CH:17]=[C:18]3[C:13]([CH:6]([C:7]4[CH:8]=[N:9][CH:10]=[CH:11][CH:12]=4)[CH2:5][NH:4][CH2:3]3)=[CH:14][CH:15]=2)[CH2:32][CH2:31][CH2:36][CH2:35][CH2:34]1. The yield is 0.690. (3) The reactants are CON(C)[C:4]([C:6]1[C:7]([NH2:15])=[N:8][C:9]([S:12][CH2:13][CH3:14])=[N:10][CH:11]=1)=[O:5].[F:17][C:18]1[CH:23]=[CH:22][CH:21]=[C:20]([F:24])[C:19]=1[Li].BrC1C(F)=CC=CC=1F. No catalyst specified. The product is [NH2:15][C:7]1[C:6]([C:4]([C:19]2[C:18]([F:17])=[CH:23][CH:22]=[CH:21][C:20]=2[F:24])=[O:5])=[CH:11][N:10]=[C:9]([S:12][CH2:13][CH3:14])[N:8]=1. The yield is 0.700. (4) The product is [NH2:1][C:2]1[C:11]2[C:6](=[CH:7][CH:8]=[C:9]([O:12][CH3:13])[CH:10]=2)[N:5]=[CH:4][C:3]=1[C:14]([OH:16])=[O:15]. The reactants are [NH2:1][C:2]1[C:11]2[C:6](=[CH:7][CH:8]=[C:9]([O:12][CH3:13])[CH:10]=2)[N:5]=[CH:4][C:3]=1[C:14]([O:16]CC)=[O:15].[OH-].[Na+]. The yield is 0.930. The catalyst is CCO. (5) No catalyst specified. The reactants are [N+:1]([C:4]1[CH:9]=[CH:8][C:7]([CH:10]([OH:13])[CH:11]=[CH2:12])=[CH:6][CH:5]=1)([O-:3])=[O:2].B.[O-:15]O. The product is [N+:1]([C:4]1[CH:5]=[CH:6][C:7]([CH:10]([OH:13])[CH2:11][CH2:12][OH:15])=[CH:8][CH:9]=1)([O-:3])=[O:2]. The yield is 0.820.